This data is from Forward reaction prediction with 1.9M reactions from USPTO patents (1976-2016). The task is: Predict the product of the given reaction. (1) Given the reactants [F:1][C:2]1[C:10]2[O:9][C:8](=[O:11])[NH:7][C:6]=2[CH:5]=[C:4]([NH:12][C:13](=[O:56])[C@@H:14]([NH:38][C:39]([C@H:41]2[CH2:46][CH2:45][C@H:44]([CH2:47][NH:48]C(=O)OC(C)(C)C)[CH2:43][CH2:42]2)=[O:40])[CH2:15][C:16]2[CH:21]=[CH:20][C:19]([C:22]3[CH:27]=[CH:26][C:25]([C:28](=[O:36])[NH:29][C@H:30]4[CH2:34][CH2:33][NH:32][C:31]4=[O:35])=[CH:24][C:23]=3[CH3:37])=[CH:18][CH:17]=2)[CH:3]=1.[ClH:57].C(#N)C, predict the reaction product. The product is: [ClH:57].[NH2:48][CH2:47][C@H:44]1[CH2:45][CH2:46][C@H:41]([C:39]([NH:38][C@H:14]([C:13]([NH:12][C:4]2[CH:3]=[C:2]([F:1])[C:10]3[O:9][C:8](=[O:11])[NH:7][C:6]=3[CH:5]=2)=[O:56])[CH2:15][C:16]2[CH:17]=[CH:18][C:19]([C:22]3[CH:27]=[CH:26][C:25]([C:28]([NH:29][C@H:30]4[CH2:34][CH2:33][NH:32][C:31]4=[O:35])=[O:36])=[CH:24][C:23]=3[CH3:37])=[CH:20][CH:21]=2)=[O:40])[CH2:42][CH2:43]1. (2) Given the reactants Cl[C:2]1[CH:3]=[CH:4][C:5]([N+:11]([O-:13])=[O:12])=[C:6]([CH:10]=1)[C:7]([NH2:9])=[O:8].[NH:14]1[CH2:19][CH2:18][O:17][CH2:16][CH2:15]1.C([O-])([O-])=O.[K+].[K+].O, predict the reaction product. The product is: [N:14]1([C:2]2[CH:3]=[CH:4][C:5]([N+:11]([O-:13])=[O:12])=[C:6]([CH:10]=2)[C:7]([NH2:9])=[O:8])[CH2:19][CH2:18][O:17][CH2:16][CH2:15]1. (3) Given the reactants [Br:1][C:2]1[CH:3]=[C:4]([NH2:11])[C:5]2[N:6]([CH:8]=[CH:9][N:10]=2)[CH:7]=1.[F:12][C:13]([F:18])([F:17])[CH2:14][CH:15]=O.C(O)(=O)C.N, predict the reaction product. The product is: [Br:1][C:2]1[CH:3]=[C:4]([NH:11][CH2:15][CH2:14][C:13]([F:18])([F:17])[F:12])[C:5]2[N:6]([CH:8]=[CH:9][N:10]=2)[CH:7]=1. (4) Given the reactants [CH2:1]([O:3][C:4]1[CH:5]=[CH:6][C:7]([F:20])=[C:8]([C:10]2[CH:15]=[C:14]([CH3:16])[N:13]=[C:12]([C:17]#N)[C:11]=2[CH3:19])[CH:9]=1)[CH3:2].[OH-:21].[Na+].S(=O)(=O)(O)O.[CH2:28]([OH:30])[CH3:29], predict the reaction product. The product is: [CH2:1]([O:3][C:4]1[CH:5]=[CH:6][C:7]([F:20])=[C:8]([C:10]2[CH:15]=[C:14]([CH3:16])[N:13]=[C:12]([C:17]([O:30][CH2:28][CH3:29])=[O:21])[C:11]=2[CH3:19])[CH:9]=1)[CH3:2]. (5) The product is: [C:1]([C:3]1[CH:4]=[CH:5][C:6]([C:9]2[N:13]3[CH:14]=[C:15]([C:18]4[CH:26]=[CH:25][C:21]([C:22]([N:62]5[CH2:61][CH2:60][C:59]([NH:65][C:66](=[O:72])[O:67][C:68]([CH3:71])([CH3:70])[CH3:69])([CH3:58])[CH2:64][CH2:63]5)=[O:23])=[CH:20][CH:19]=4)[CH:16]=[CH:17][C:12]3=[N:11][CH:10]=2)=[CH:7][CH:8]=1)#[N:2]. Given the reactants [C:1]([C:3]1[CH:8]=[CH:7][C:6]([C:9]2[N:13]3[CH:14]=[C:15]([C:18]4[CH:26]=[CH:25][C:21]([C:22](O)=[O:23])=[CH:20][CH:19]=4)[CH:16]=[CH:17][C:12]3=[N:11][CH:10]=2)=[CH:5][CH:4]=1)#[N:2].CN(C(ON1N=NC2C=CC=NC1=2)=[N+](C)C)C.F[P-](F)(F)(F)(F)F.CN1CCOCC1.[CH3:58][C:59]1([NH:65][C:66](=[O:72])[O:67][C:68]([CH3:71])([CH3:70])[CH3:69])[CH2:64][CH2:63][NH:62][CH2:61][CH2:60]1, predict the reaction product. (6) Given the reactants [NH2:1][C@H:2]1[CH2:7][CH2:6][CH2:5][N:4](C(OC(C)(C)C)=O)[CH2:3]1.[CH3:15][C:16]1[CH:24]=[C:23]([CH3:25])[C:22]([CH3:26])=[C:21]2[C:17]=1[CH:18]=[C:19]([C:27](O)=[O:28])[NH:20]2, predict the reaction product. The product is: [CH3:15][C:16]1[CH:24]=[C:23]([CH3:25])[C:22]([CH3:26])=[C:21]2[C:17]=1[CH:18]=[C:19]([C:27]([NH:1][C@H:2]1[CH2:7][CH2:6][CH2:5][NH:4][CH2:3]1)=[O:28])[NH:20]2. (7) Given the reactants [O:1]1[CH:5]=[CH:4][CH:3]=[C:2]1[CH2:6][N:7]([CH2:11][C:12]1[S:13][CH:14]=[CH:15][CH:16]=1)[C:8](Cl)=[O:9].[Br-].[CH2:18]([O:20][CH2:21][CH2:22][N+:23]12[CH2:30][CH2:29][CH:26]([CH2:27][CH2:28]1)[C@@H:25]([OH:31])[CH2:24]2)[CH3:19], predict the reaction product. The product is: [CH:8]([O-:9])=[O:20].[CH2:18]([O:20][CH2:21][CH2:22][N+:23]12[CH2:28][CH2:27][CH:26]([CH2:29][CH2:30]1)[C@@H:25]([O:31][C:8](=[O:9])[N:7]([CH2:6][C:2]1[O:1][CH:5]=[CH:4][CH:3]=1)[CH2:11][C:12]1[S:13][CH:14]=[CH:15][CH:16]=1)[CH2:24]2)[CH3:19]. (8) The product is: [Cl:8][C:9]1[C:10]([NH:31][C@@H:32]2[C@@H:37]3[CH2:38][C@@H:34]([CH:35]=[CH:36]3)[C@@H:33]2[C:39]([NH2:41])=[O:40])=[C:11]2[N:17]=[C:16]([C:18]3[CH:23]=[CH:22][C:21]([N:62]4[CH2:67][CH2:66][O:65][CH2:64][CH2:63]4)=[CH:20][CH:19]=3)[NH:15][C:12]2=[N:13][CH:14]=1. Given the reactants FC(F)(F)C(O)=O.[Cl:8][C:9]1[C:10]([NH:31][C@@H:32]2[C@@H:37]3[CH2:38][C@@H:34]([CH:35]=[CH:36]3)[C@@H:33]2[C:39]([NH2:41])=[O:40])=[C:11]2[N:17]=[C:16]([C:18]3[CH:23]=[CH:22][C:21](CN4CCOCC4)=[CH:20][CH:19]=3)[NH:15][C:12]2=[N:13][CH:14]=1.NC1C(N)=C(N[C@@H]2[C@@H]3C[C@@H](C=C3)[C@@H]2C(N)=O)C(Cl)=CN=1.[N:62]1(C2C=CC(C=O)=CC=2)[CH2:67][CH2:66][O:65][CH2:64][CH2:63]1, predict the reaction product. (9) Given the reactants [C:1]([C:4]1[S:8][C:7]([C:9]2[CH:14]=[CH:13][C:12]([C@@H:15]([N:17]3[CH2:22][CH2:21][C@:20]([CH2:29][CH2:30][CH2:31][OH:32])([C:23]4[CH:28]=[CH:27][CH:26]=[CH:25][CH:24]=4)[O:19][C:18]3=[O:33])[CH3:16])=[CH:11][CH:10]=2)=[CH:6][CH:5]=1)(=O)[CH3:2].[NH3:34].[BH4-].[Na+], predict the reaction product. The product is: [NH2:34][CH:1]([C:4]1[S:8][C:7]([C:9]2[CH:14]=[CH:13][C:12]([C@@H:15]([N:17]3[CH2:22][CH2:21][C@:20]([CH2:29][CH2:30][CH2:31][OH:32])([C:23]4[CH:28]=[CH:27][CH:26]=[CH:25][CH:24]=4)[O:19][C:18]3=[O:33])[CH3:16])=[CH:11][CH:10]=2)=[CH:6][CH:5]=1)[CH3:2]. (10) Given the reactants Cl.[Cl:2][C:3]1[CH:34]=[CH:33][C:6]([C:7]([N:9]([C@@H:11]2[CH2:16][CH2:15][N:14]([C:17]([CH:19]3[CH2:24][CH2:23][CH2:22][CH2:21][NH:20]3)=[O:18])[CH2:13][C@H:12]2[C:25]2[CH:30]=[CH:29][C:28]([Cl:31])=[C:27]([Cl:32])[CH:26]=2)[CH3:10])=[O:8])=[CH:5][CH:4]=1.[C:35](Cl)(=[O:42])[C:36]1[CH:41]=[CH:40][CH:39]=[CH:38][CH:37]=1, predict the reaction product. The product is: [Cl:2][C:3]1[CH:34]=[CH:33][C:6]([C:7]([N:9]([C@@H:11]2[CH2:16][CH2:15][N:14]([C:17]([CH:19]3[CH2:24][CH2:23][CH2:22][CH2:21][N:20]3[C:35]([C:36]3[CH:41]=[CH:40][CH:39]=[CH:38][CH:37]=3)=[O:42])=[O:18])[CH2:13][C@H:12]2[C:25]2[CH:30]=[CH:29][C:28]([Cl:31])=[C:27]([Cl:32])[CH:26]=2)[CH3:10])=[O:8])=[CH:5][CH:4]=1.